From a dataset of Reaction yield outcomes from USPTO patents with 853,638 reactions. Predict the reaction yield, written as a fraction of the theoretical maximum amount of product (1.0 means a 100% yield; for example, 0.34 means a 34% yield). The reactants are [C:1]([C:4]1[CH:9]=[CH:8][N:7]=[CH:6][CH:5]=1)(=O)[CH3:2].C[N:11]([CH:13](OC)OC)C.Cl.[Br:19][C:20]1[CH:25]=[CH:24][C:23]([NH:26]N)=[CH:22][CH:21]=1.C(O)(=O)C.C([O-])(O)=O.[Na+]. The catalyst is CO. The product is [Br:19][C:20]1[CH:25]=[CH:24][C:23]([N:26]2[C:1]([C:4]3[CH:9]=[CH:8][N:7]=[CH:6][CH:5]=3)=[CH:2][CH:13]=[N:11]2)=[CH:22][CH:21]=1. The yield is 0.571.